From a dataset of Forward reaction prediction with 1.9M reactions from USPTO patents (1976-2016). Predict the product of the given reaction. Given the reactants [C:1]1([S:7]([C:10]2[CH:11]=[CH:12][C:13]([CH3:37])=[C:14]([S:16]([N:19](CC3C=CC(OC)=CC=3OC)[CH:20]3[CH2:25][CH2:24][S:23][CH2:22][CH2:21]3)(=[O:18])=[O:17])[CH:15]=2)(=[O:9])=[O:8])[CH:6]=[CH:5][CH:4]=[CH:3][CH:2]=1, predict the reaction product. The product is: [CH3:37][C:13]1[CH:12]=[CH:11][C:10]([S:7]([C:1]2[CH:6]=[CH:5][CH:4]=[CH:3][CH:2]=2)(=[O:9])=[O:8])=[CH:15][C:14]=1[S:16]([NH:19][CH:20]1[CH2:25][CH2:24][S:23][CH2:22][CH2:21]1)(=[O:17])=[O:18].